From a dataset of Full USPTO retrosynthesis dataset with 1.9M reactions from patents (1976-2016). Predict the reactants needed to synthesize the given product. (1) Given the product [Br:1][C:2]1[C:7]([Br:8])=[C:6]([O:9][CH3:10])[C:5]([Br:11])=[CH:4][C:3]=1[NH:12][C:13]([NH2:15])=[S:14], predict the reactants needed to synthesize it. The reactants are: [Br:1][C:2]1[C:7]([Br:8])=[C:6]([O:9][CH3:10])[C:5]([Br:11])=[CH:4][C:3]=1[NH:12][C:13]([NH:15]C(=O)OCC)=[S:14].C(N)C. (2) The reactants are: [CH:1]1([CH2:4][O:5][C:6]2[CH:14]=[CH:13][C:9]3[O:10][CH2:11][O:12][C:8]=3[C:7]=2[C:15]2[C:16]3[NH:23][CH:22]=[C:21]([C:24]([NH:26][C@@H:27]([C:40]([N:42]4[CH2:47][CH2:46][CH:45]([N:48]5[N:57]=[C:56]([C:58]6[CH:63]=[CH:62][C:61]([O:64][CH3:65])=[C:60]([O:66][CH3:67])[CH:59]=6)[C@@H:55]6[C@@H:50]([CH2:51][CH2:52][CH2:53][CH2:54]6)[C:49]5=[O:68])[CH2:44][CH2:43]4)=[O:41])[CH2:28][CH2:29][C:30]([O:32]CC4C=CC=CC=4)=[O:31])=[O:25])[C:17]=3[N:18]=[CH:19][N:20]=2)[CH2:3][CH2:2]1. Given the product [CH:1]1([CH2:4][O:5][C:6]2[CH:14]=[CH:13][C:9]3[O:10][CH2:11][O:12][C:8]=3[C:7]=2[C:15]2[C:16]3[NH:23][CH:22]=[C:21]([C:24]([NH:26][C@@H:27]([C:40]([N:42]4[CH2:43][CH2:44][CH:45]([N:48]5[N:57]=[C:56]([C:58]6[CH:63]=[CH:62][C:61]([O:64][CH3:65])=[C:60]([O:66][CH3:67])[CH:59]=6)[C@@H:55]6[C@@H:50]([CH2:51][CH2:52][CH2:53][CH2:54]6)[C:49]5=[O:68])[CH2:46][CH2:47]4)=[O:41])[CH2:28][CH2:29][C:30]([OH:32])=[O:31])=[O:25])[C:17]=3[N:18]=[CH:19][N:20]=2)[CH2:3][CH2:2]1, predict the reactants needed to synthesize it. (3) Given the product [Br:1][C:2]1[CH:3]=[C:4]([C:9]2[NH:14][CH2:13][C:12](=[O:15])[N:11]([CH2:25][C:22]3[CH:21]=[N:20][C:19]([Cl:18])=[CH:24][CH:23]=3)[N:10]=2)[CH:5]=[CH:6][C:7]=1[F:8], predict the reactants needed to synthesize it. The reactants are: [Br:1][C:2]1[CH:3]=[C:4]([C:9]2[NH:14][CH2:13][C:12](=[O:15])[NH:11][N:10]=2)[CH:5]=[CH:6][C:7]=1[F:8].[H-].[Na+].[Cl:18][C:19]1[CH:24]=[CH:23][C:22]([CH2:25]Cl)=[CH:21][N:20]=1.[Al]. (4) Given the product [CH2:1]([O:3][C:4]1[CH:5]=[C:6]([N:13]2[CH2:14][CH2:15][N:16]([CH2:20][CH2:21][CH3:22])[CH2:17][CH2:18]2)[CH:7]=[CH:8][C:9]=1[N+:10]([O-:12])=[O:11])[CH3:2], predict the reactants needed to synthesize it. The reactants are: [CH2:1]([O:3][C:4]1[CH:5]=[C:6]([N:13]2[CH2:18][CH2:17][NH:16][CH2:15][CH2:14]2)[CH:7]=[CH:8][C:9]=1[N+:10]([O-:12])=[O:11])[CH3:2].I[CH2:20][CH2:21][CH3:22].